Predict which catalyst facilitates the given reaction. From a dataset of Catalyst prediction with 721,799 reactions and 888 catalyst types from USPTO. (1) Reactant: [Cl:1][C:2]1[CH:3]=[C:4]([C:9]2([C:22]([F:25])([F:24])[F:23])[O:13][N:12]=[C:11]([C:14]3[CH:15]=[CH:16][C:17]([CH3:21])=[C:18]([CH:20]=3)[NH2:19])[CH2:10]2)[CH:5]=[C:6]([Cl:8])[CH:7]=1.[F:26][C:27]1[CH:35]=[CH:34][CH:33]=[CH:32][C:28]=1[C:29](O)=[O:30].Cl.C(N(CC)CCCN=C=NCC)C.C(=O)([O-])O.[Na+]. Product: [Cl:1][C:2]1[CH:3]=[C:4]([C:9]2([C:22]([F:23])([F:25])[F:24])[O:13][N:12]=[C:11]([C:14]3[CH:15]=[CH:16][C:17]([CH3:21])=[C:18]([NH:19][C:29](=[O:30])[C:28]4[CH:32]=[CH:33][CH:34]=[CH:35][C:27]=4[F:26])[CH:20]=3)[CH2:10]2)[CH:5]=[C:6]([Cl:8])[CH:7]=1. The catalyst class is: 9. (2) Reactant: Cl.[CH3:2][C:3]1[C:8]([F:9])=[CH:7][CH:6]=[CH:5][C:4]=1[NH:10][NH2:11].[OH-].[Na+]. Product: [F:9][C:8]1[C:3]([CH3:2])=[C:4]([N:10]2[C:4]([NH2:10])=[CH:3][C:8]([CH3:7])=[N:11]2)[CH:5]=[CH:6][CH:7]=1. The catalyst class is: 33.